Predict the reaction yield, written as a fraction of the theoretical maximum amount of product (1.0 means a 100% yield; for example, 0.34 means a 34% yield). From a dataset of Reaction yield outcomes from USPTO patents with 853,638 reactions. (1) The reactants are [N:1]1([CH:17]2[CH2:22][CH2:21][NH:20][CH2:19][CH2:18]2)[CH2:6][CH2:5][CH:4]([N:7]2[C@H:11]3[CH2:12][CH2:13][CH2:14][CH2:15][C@@H:10]3[NH:9][C:8]2=[O:16])[CH2:3][CH2:2]1.[CH:23](N(C(C)C)CC)(C)C.[CH3:32][O:33][C:34]1[CH:38]=[CH:37][S:36][C:35]=1[C:39]([OH:41])=O.CN(C(ON1N=NC2C=CC=NC1=2)=[N+](C)C)C.F[P-](F)(F)(F)(F)F. The catalyst is CN(C=O)C. The product is [CH3:32][O:33][C:34]1[CH:38]=[CH:37][S:36][C:35]=1[C:39]([N:20]1[CH2:21][CH2:22][CH:17]([N:1]2[CH2:2][CH2:3][CH:4]([N:7]3[C@H:11]4[CH2:12][CH2:13][CH2:14][CH2:15][C@@H:10]4[N:9]([CH3:23])[C:8]3=[O:16])[CH2:5][CH2:6]2)[CH2:18][CH2:19]1)=[O:41]. The yield is 0.550. (2) The reactants are [Cl:1][C:2]1[CH:7]=[CH:6][C:5]([C@@H:8]2[CH2:12][N:11]([C:13]([CH:15]3[CH2:20][CH2:19][NH:18][CH2:17][CH2:16]3)=[O:14])[CH2:10][C@H:9]2[N:21]([CH3:32])[C:22](=[O:31])[O:23][C:24]2[CH:29]=[CH:28][C:27]([F:30])=[CH:26][CH:25]=2)=[CH:4][CH:3]=1.CN(C(ON1N=NC2C=CC=NC1=2)=[N+](C)C)C.F[P-](F)(F)(F)(F)F.[CH:57]1([C:61](O)=[O:62])[CH2:60][CH2:59][CH2:58]1.CCN(C(C)C)C(C)C. The product is [F:30][C:27]1[CH:26]=[CH:25][C:24]([O:23][C:22](=[O:31])[N:21]([C@H:9]2[C@H:8]([C:5]3[CH:4]=[CH:3][C:2]([Cl:1])=[CH:7][CH:6]=3)[CH2:12][N:11]([C:13]([CH:15]3[CH2:20][CH2:19][N:18]([C:61]([CH:57]4[CH2:60][CH2:59][CH2:58]4)=[O:62])[CH2:17][CH2:16]3)=[O:14])[CH2:10]2)[CH3:32])=[CH:29][CH:28]=1. The catalyst is CN(C=O)C. The yield is 0.390. (3) The reactants are C[O:2][C:3](=[O:19])[C:4]1[CH:9]=[CH:8][CH:7]=[C:6]([CH2:10][NH:11][C:12]([O:14][C:15]([CH3:18])([CH3:17])[CH3:16])=[O:13])[CH:5]=1.[OH-].[Li+]. The catalyst is C1COCC1.O. The product is [C:15]([O:14][C:12]([NH:11][CH2:10][C:6]1[CH:5]=[C:4]([CH:9]=[CH:8][CH:7]=1)[C:3]([OH:19])=[O:2])=[O:13])([CH3:18])([CH3:16])[CH3:17]. The yield is 0.440. (4) The reactants are [CH3:1][Mg]Br.[F:4][C:5]1[CH:6]=[C:7]([NH:17][C:18]2[N:35]=[C:21]3[CH:22]([C:28]4[CH:33]=[CH:32][C:31]([F:34])=[CH:30][CH:29]=4)[CH2:23][C:24](=[O:27])[CH2:25][CH2:26][N:20]3[N:19]=2)[CH:8]=[CH:9][C:10]=1[N:11]1[CH:15]=[N:14][C:13]([CH3:16])=[N:12]1. The catalyst is C1COCC1.[Cu]I. The product is [F:4][C:5]1[CH:6]=[C:7]([NH:17][C:18]2[N:35]=[C:21]3[C@@H:22]([C:28]4[CH:29]=[CH:30][C:31]([F:34])=[CH:32][CH:33]=4)[CH2:23][C@:24]([CH3:1])([OH:27])[CH2:25][CH2:26][N:20]3[N:19]=2)[CH:8]=[CH:9][C:10]=1[N:11]1[CH:15]=[N:14][C:13]([CH3:16])=[N:12]1. The yield is 0.0700. (5) The reactants are [CH3:1][C:2]1[C:3]([N:8]([C:22](=[O:38])[C:23]2[CH:28]=[CH:27][C:26](B3OC(C)(C)C(C)(C)O3)=[CH:25][CH:24]=2)[C@@H:9]2[CH2:14][CH2:13][CH2:12][N:11]([C:15]([O:17][C:18]([CH3:21])([CH3:20])[CH3:19])=[O:16])[CH2:10]2)=[N:4][CH:5]=[CH:6][CH:7]=1.I[C:40]1[CH:41]=[N:42][N:43]([CH3:47])[C:44]=1[C:45]#[N:46].CC(C1C=C(C(C)C)C(C2C=CC=CC=2P(C2CCCCC2)C2CCCCC2)=C(C(C)C)C=1)C.C([O-])([O-])=O.[Na+].[Na+]. The catalyst is O1CCOCC1.O.CCOC(C)=O.C1C=CC(/C=C/C(/C=C/C2C=CC=CC=2)=O)=CC=1.C1C=CC(/C=C/C(/C=C/C2C=CC=CC=2)=O)=CC=1.C1C=CC(/C=C/C(/C=C/C2C=CC=CC=2)=O)=CC=1.[Pd].[Pd]. The product is [C:45]([C:44]1[N:43]([CH3:47])[N:42]=[CH:41][C:40]=1[C:26]1[CH:25]=[CH:24][C:23]([C:22]([N:8]([C:3]2[C:2]([CH3:1])=[CH:7][CH:6]=[CH:5][N:4]=2)[C@@H:9]2[CH2:14][CH2:13][CH2:12][N:11]([C:15]([O:17][C:18]([CH3:21])([CH3:20])[CH3:19])=[O:16])[CH2:10]2)=[O:38])=[CH:28][CH:27]=1)#[N:46]. The yield is 0.730.